This data is from Reaction yield outcomes from USPTO patents with 853,638 reactions. The task is: Predict the reaction yield, written as a fraction of the theoretical maximum amount of product (1.0 means a 100% yield; for example, 0.34 means a 34% yield). (1) The reactants are [CH:1]1([CH2:7][C@H:8]([N:25]2[CH2:29][C:28]3[CH2:30][C:31]4[C:32]([O:38][CH3:39])=[CH:33][CH:34]=[CH:35][C:36]=4[O:37][C:27]=3[C:26]2=[O:40])[C:9]([NH:11][C:12]2[CH:16]=[CH:15][N:14]([CH2:17][C@@H:18]3[CH2:22][O:21]C(C)(C)[O:19]3)[N:13]=2)=[O:10])[CH2:6][CH2:5][CH2:4][CH2:3][CH2:2]1.Cl. The catalyst is O1CCCC1. The product is [CH:1]1([CH2:7][C@H:8]([N:25]2[CH2:29][C:28]3[CH2:30][C:31]4[C:32]([O:38][CH3:39])=[CH:33][CH:34]=[CH:35][C:36]=4[O:37][C:27]=3[C:26]2=[O:40])[C:9]([NH:11][C:12]2[CH:16]=[CH:15][N:14]([CH2:17][C@@H:18]([OH:19])[CH2:22][OH:21])[N:13]=2)=[O:10])[CH2:2][CH2:3][CH2:4][CH2:5][CH2:6]1. The yield is 0.527. (2) The reactants are Cl[C:2]1[N:10]=[C:9](Cl)[CH:8]=[CH:7][C:3]=1[C:4]([NH2:6])=[O:5].[O:12]([C:19]1[CH:24]=[CH:23][C:22]([OH:25])=[CH:21][CH:20]=1)[C:13]1[CH:18]=[CH:17][CH:16]=[CH:15][CH:14]=1.[NH2:26][C@H:27]1[CH2:31][CH2:30][N:29]([C:32]([O:34]C(C)(C)C)=O)[CH2:28]1.[C:39](O)(=O)[CH:40]=C. No catalyst specified. The product is [C:32]([N:29]1[CH2:30][CH2:31][C@H:27]([NH:26][C:9]2[CH:8]=[CH:7][C:3]([C:4]([NH2:6])=[O:5])=[C:2]([O:25][C:22]3[CH:21]=[CH:20][C:19]([O:12][C:13]4[CH:18]=[CH:17][CH:16]=[CH:15][CH:14]=4)=[CH:24][CH:23]=3)[N:10]=2)[CH2:28]1)(=[O:34])[CH:39]=[CH2:40]. The yield is 0.300. (3) The reactants are [CH3:1][C:2]1[O:6][N:5]=[C:4]([C:7]2[CH:12]=[CH:11][N:10]=[CH:9][N:8]=2)[C:3]=1[CH2:13][O:14][C:15]1[CH:23]=[CH:22][C:18]([C:19]([OH:21])=O)=[CH:17][N:16]=1.[NH:24]1[CH2:29][CH2:28][S:27][CH2:26][CH2:25]1. No catalyst specified. The product is [CH3:1][C:2]1[O:6][N:5]=[C:4]([C:7]2[CH:12]=[CH:11][N:10]=[CH:9][N:8]=2)[C:3]=1[CH2:13][O:14][C:15]1[N:16]=[CH:17][C:18]([C:19]([N:24]2[CH2:29][CH2:28][S:27][CH2:26][CH2:25]2)=[O:21])=[CH:22][CH:23]=1. The yield is 0.700.